Dataset: Experimentally validated miRNA-target interactions with 360,000+ pairs, plus equal number of negative samples. Task: Binary Classification. Given a miRNA mature sequence and a target amino acid sequence, predict their likelihood of interaction. (1) The miRNA is hsa-miR-6165 with sequence CAGCAGGAGGUGAGGGGAG. The protein sequence of the target gene is MEAAPGTPPPPPSESPPPPSPPPPSTPSPPPCSPDARPATPHLLHHRLPLPDDREDGELEEGELEDDGAEETQDTSGGPERSRKEKGEKHHSDSDEEKSHRRLKRKRKKEREKEKRRSKKRRKSKHKRHASSSDDFSDFSDDSDFSPSEKGHRKYREYSPPYAPSHQQYPPSHATPLPKKAYSKMDSKSYGMYEDYENEQYGEYEGDEEEDMGKEDYDDFTKELNQYRRAKEGSSRGRGSRGRGRGYRGRGSRGGSRGRGMGRGSRGRGRGSMGGDHPEDEEDFYEEEMDYGESEEPMGD.... Result: 1 (interaction). (2) The miRNA is hsa-miR-378c with sequence ACUGGACUUGGAGUCAGAAGAGUGG. The protein sequence of the target gene is MKLKEVDRTAMQAWSPAQNHPIYLATGTSAQQLDATFSTNASLEIFELDLSDPSLDMKSCATFSSSHRYHKLIWGPYKMDSKGDVSGVLIAGGENGNIILYDPSKIIAGDKEVVIAQNDKHTGPVRALDVNIFQTNLVASGANESEIYIWDLNNFATPMTPGAKTQPPEDISCIAWNRQVQHILASASPSGRATVWDLRKNEPIIKVSDHSNRMHCSGLAWHPDVATQMVLASEDDRLPVIQMWDLRFASSPLRVLENHARGILAIAWSMADPELLLSCGKDAKILCSNPNTGEVLYELP.... Result: 1 (interaction). (3) The protein sequence of the target gene is MRALEGPGLSLLCLVLALPALLPVPAVRGVAETPTYPWRDAETGERLVCAQCPPGTFVQRPCRRDSPTTCGPCPPRHYTQFWNYLERCRYCNVLCGEREEEARACHATHNRACRCRTGFFAHAGFCLEHASCPPGAGVIAPGTPSQNTQCQPCPPGTFSASSSSSEQCQPHRNCTALGLALNVPGSSSHDTLCTSCTGFPLSTRVPGAEECERAVIDFVAFQDISIKRLQRLLQALEAPEGWGPTPRAGRAALQLKLRRRLTELLGAQDGALLVRLLQALRVARMPGLERSVRERFLPVH.... The miRNA is mmu-miR-106b-5p with sequence UAAAGUGCUGACAGUGCAGAU. Result: 0 (no interaction). (4) The miRNA is rno-miR-328a-3p with sequence CUGGCCCUCUCUGCCCUUCCGU. The protein sequence of the target gene is MAGAATGSRTPGRSELVEGCGWRCPEHGDRVAELFCRRCRRCVCALCPVLGAHRGHPVGLALEAAVHVQKLSQECLKQLAIKKQQHIDNITQIEDATEKLKANAESSKTWLKGKFTELRLLLDEEEALAKKFIDKNTQLTLQVYREQADSCREQLDIMNDLSNRVWSISQEPDPVQRLQAYTATEQEMQQQMSLGELCHPVPLSFEPVKSFFKGLVEAVESTLQTPLDIRLKESINCQLSDPSSTKPGTLLKTSPSPERSLLLKYARTPTLDPDTMHARLRLSADRLTVRCGLLGSLGPV.... Result: 0 (no interaction). (5) The miRNA is mmu-miR-466b-5p with sequence UGAUGUGUGUGUACAUGUACAU. The protein sequence of the target gene is MLSSVCVSSFRGRQGASKQQPAPPPQPPESPPPPPLPPQQQQPAQPGPAASPAGPPAPRGPGDRRAEPCPGLPAAAMGRHGGGGGDSGKIVINVGGVRHETYRSTLRTLPGTRLAGLTEPEAAARFDYDPGADEFFFDRHPGVFAYVLNYYRTGKLHCPADVCGPLFEEELGFWGIDETDVEACCWMTYRQHRDAEEALDSFEAPDPAGAANAANAAGAHDGGLDDEAGAGGGGLDGAGGELKRLCFQDAGGGAGGPPGGAGGAGGTWWRRWQPRVWALFEDPYSSRAARYVAFASLFFI.... Result: 0 (no interaction). (6) Result: 0 (no interaction). The protein sequence of the target gene is MTNGGRNGEENKNLMNGEAKAEPETFAQFLYNKDKGTVLGRTGTSWCQITVFYIIFYIFLSAFFIGCLSIFLRTLDPKVPRFYGKGTIIGVNPGVGYQPWLKENPDSTLIKFNLQDSKSWEPYVKQLDNYLSKYKNTNETRDCGASDNNDALETDTDTFPCRFDLGLFEKANCGAKDQYGYKSGKPCVAVSLNRLIGWRPVNYDDGSVPEEIKGRYKPGSITINCEGATSFDKEHLGKVKYIPETGIDGRYYPYVFVPSYQQPIAMVKFDTIPRNKLVIVECRAYASNIEHDISTRLGMV.... The miRNA is mmu-miR-3106-5p with sequence UGGCUCAUUUAGAAGCAGCCA. (7) The miRNA is hsa-miR-4632-5p with sequence GAGGGCAGCGUGGGUGUGGCGGA. The protein sequence of the target gene is MPAVDKLLLEEALQDSPQARSLLSVFEEDAGTLTDYTNQLLQAMQRVYGAQNEMCLATQQLSRQLLAYEKQNFALGKGDEEVISTLHYFSKVMDELNGLHTELAKQLADTMVLPVIQFREKDLTEVSTLKDLFGLASSEHDLSMAKYSRLPKKKENEKAKTEIVKEVAAARRKQHLSSLQYYCALNALQYRKRAAMMEPLIGFAHGQINFFKRGAEMFSKSMDGFLSSVKDMVQSIQVELEAEADKMRVSQQELLSVSESVYTPDIDVATAQINRNLIQKTGYLNLRNKTGLVTTTWERL.... Result: 0 (no interaction). (8) The miRNA is hsa-miR-6775-5p with sequence UCGGGGCAUGGGGGAGGGAGGCUGG. The protein sequence of the target gene is MELRSWLLWVVAAAGAVVLLAADAQGQKIFTNTWAVHIPGGPAVADRVAQKHGFHNLGQIFGDYYHFWHRAVTKRSLSPHRPRHSRLQREPQVKWLEQQVAKRRAKRDVYQEPTDPKFPQQWYLSGVTQRDLNVKEAWAQGFTGHGIVVSILDDGIEKNHPDLAGNYDPGASFDVNDQDPDPQPRYTQMNDNRHGTRCAGEVAAVANNGVCGVGVAYNARIGGVRMLDGEVTDAVEARSLGLNPNHIHIYSASWGPEDDGKTVDGPARLAEEAFFRGVSQGRGGLGSIFVWASGNGGREH.... Result: 0 (no interaction).